Dataset: Forward reaction prediction with 1.9M reactions from USPTO patents (1976-2016). Task: Predict the product of the given reaction. The product is: [C:12]([C:11]1[C:14]([C:16]2[CH:17]=[CH:18][C:19]([CH3:22])=[CH:20][CH:21]=2)=[CH:15][C:8]([C:4]2[CH:3]=[C:2]([CH:7]=[CH:6][CH:5]=2)[C:34]([O:37][CH3:38])=[O:36])=[N:9][C:10]=1[CH2:23][CH:24]([CH3:25])[CH3:26])#[N:13]. Given the reactants Br[C:2]1[CH:3]=[C:4]([C:8]2[CH:15]=[C:14]([C:16]3[CH:21]=[CH:20][C:19]([CH3:22])=[CH:18][CH:17]=3)[C:11]([C:12]#[N:13])=[C:10]([CH2:23][CH:24]([CH3:26])[CH3:25])[N:9]=2)[CH:5]=[CH:6][CH:7]=1.C(N(CC)CC)C.[C:34]([O:37][CH2:38]C)(=[O:36])C, predict the reaction product.